From a dataset of Full USPTO retrosynthesis dataset with 1.9M reactions from patents (1976-2016). Predict the reactants needed to synthesize the given product. (1) Given the product [CH2:22]([O:21][C:20]1[CH:19]=[CH:18][C:15]([C:16]([NH2:4])=[NH:17])=[CH:14][C:13]=1[O:12][CH3:11])[C:23]1[CH:28]=[CH:27][CH:26]=[CH:25][CH:24]=1, predict the reactants needed to synthesize it. The reactants are: [Li].C[Si](C)(C)[NH:4][Si](C)(C)C.[CH3:11][O:12][C:13]1[CH:14]=[C:15]([CH:18]=[CH:19][C:20]=1[O:21][CH2:22][C:23]1[CH:28]=[CH:27][CH:26]=[CH:25][CH:24]=1)[C:16]#[N:17]. (2) Given the product [O:28]=[C:22]1[CH:21]([N:14]2[CH2:13][C:12]3[C:16](=[CH:17][CH:18]=[CH:19][C:11]=3[CH2:10][NH:9][C:35]([C:30]3[CH:31]=[CH:32][CH:33]=[CH:34][N:29]=3)=[O:36])[C:15]2=[O:20])[CH2:26][CH2:25][C:24](=[O:27])[NH:23]1, predict the reactants needed to synthesize it. The reactants are: C(N(CC)CC)C.Cl.[NH2:9][CH2:10][C:11]1[CH:19]=[CH:18][CH:17]=[C:16]2[C:12]=1[CH2:13][N:14]([CH:21]1[CH2:26][CH2:25][C:24](=[O:27])[NH:23][C:22]1=[O:28])[C:15]2=[O:20].[N:29]1[CH:34]=[CH:33][CH:32]=[CH:31][C:30]=1[C:35](Cl)=[O:36]. (3) Given the product [CH2:1]([C:3]1[CH:4]=[CH:5][C:6]([NH:9][CH3:11])=[N:7][CH:8]=1)[CH3:2], predict the reactants needed to synthesize it. The reactants are: [CH2:1]([C:3]1[CH:4]=[CH:5][C:6]([NH2:9])=[N:7][CH:8]=1)[CH3:2].[Li][CH2:11]CCC.CI.O. (4) The reactants are: Br[C:2]1[CH:3]=[C:4]([CH:14]=[CH:15][CH:16]=1)[CH2:5][NH:6][C:7](=[O:13])[O:8][C:9]([CH3:12])([CH3:11])[CH3:10].[OH:17][C:18]1[CH:23]=[CH:22][C:21](B(O)O)=[CH:20][CH:19]=1. Given the product [OH:17][C:18]1[CH:23]=[CH:22][C:21]([C:2]2[CH:16]=[CH:15][CH:14]=[C:4]([CH2:5][NH:6][C:7](=[O:13])[O:8][C:9]([CH3:12])([CH3:11])[CH3:10])[CH:3]=2)=[CH:20][CH:19]=1, predict the reactants needed to synthesize it.